From a dataset of Catalyst prediction with 721,799 reactions and 888 catalyst types from USPTO. Predict which catalyst facilitates the given reaction. (1) The catalyst class is: 230. Product: [F:1][C:2]1[C:3]([O:46][CH3:47])=[CH:4][C:5]([CH2:41][C:42]([F:45])([F:43])[F:44])=[C:6]([C:8]2[N:13]=[C:12]3[N:14]([C:60]([O:59][C:55]([CH3:58])([CH3:57])[CH3:56])=[O:61])[N:15]=[C:16]([C:17](=[O:20])[NH:18][CH3:19])[C:11]3=[C:10]([NH:21][CH2:22][C:23]3[CH:28]=[CH:27][CH:26]=[CH:25][C:24]=3[NH:29][CH3:40])[N:9]=2)[CH:7]=1. Reactant: [F:1][C:2]1[C:3]([O:46][CH3:47])=[CH:4][C:5]([CH2:41][C:42]([F:45])([F:44])[F:43])=[C:6]([C:8]2[N:13]=[C:12]3[NH:14][N:15]=[C:16]([C:17](=[O:20])[NH:18][CH3:19])[C:11]3=[C:10]([NH:21][CH2:22][C:23]3[CH:28]=[CH:27][CH:26]=[CH:25][C:24]=3[N:29]([CH3:40])C(=O)OCC3C=CC=CC=3)[N:9]=2)[CH:7]=1.C(N(CC)CC)C.[C:55]([O:59][C:60](O[C:60]([O:59][C:55]([CH3:58])([CH3:57])[CH3:56])=[O:61])=[O:61])([CH3:58])([CH3:57])[CH3:56]. (2) Reactant: [Br:1][C:2]1[CH:3]=[CH:4][C:5]([NH:8][C:9](=[O:20])[C:10]2[CH:15]=[CH:14][C:13](Cl)=[C:12]([N+:17]([O-:19])=[O:18])[CH:11]=2)=[N:6][CH:7]=1.[NH2:21][C:22]1[CH:27]=[CH:26][C:25]([SH:28])=[CH:24][CH:23]=1.O.O.O.C([O-])(=O)C.[Na+].O. The catalyst class is: 8. Product: [NH2:21][C:22]1[CH:27]=[CH:26][C:25]([S:28][C:13]2[CH:14]=[CH:15][C:10]([C:9]([NH:8][C:5]3[CH:4]=[CH:3][C:2]([Br:1])=[CH:7][N:6]=3)=[O:20])=[CH:11][C:12]=2[N+:17]([O-:19])=[O:18])=[CH:24][CH:23]=1. (3) Reactant: O.[NH2:2][C@H:3]([C:8]([OH:10])=[O:9])[CH2:4][C:5](=[O:7])[NH2:6].C(=O)([O-])[O-].[K+].[K+].[C:17](Cl)(=[O:24])[C:18]1[CH:23]=[CH:22][CH:21]=[CH:20][CH:19]=1. Product: [C:17]([NH:2][C@H:3]([C:8]([OH:10])=[O:9])[CH2:4][C:5](=[O:7])[NH2:6])(=[O:24])[C:18]1[CH:23]=[CH:22][CH:21]=[CH:20][CH:19]=1. The catalyst class is: 6. (4) Reactant: [OH:1][C:2]1[N:7]=[C:6]([C:8]([OH:10])=[O:9])[CH:5]=[CH:4][CH:3]=1.[OH-].[K+].[CH2:13](Br)[C:14]1[CH:19]=[CH:18][CH:17]=[CH:16][CH:15]=1.O. Product: [CH2:13]([N:7]1[C:2](=[O:1])[CH:3]=[CH:4][CH:5]=[C:6]1[C:8]([OH:10])=[O:9])[C:14]1[CH:19]=[CH:18][CH:17]=[CH:16][CH:15]=1. The catalyst class is: 5. (5) Reactant: COC([C:5]1([CH2:13][C:14]2[CH:19]=[CH:18][C:17]([Cl:20])=[CH:16][CH:15]=2)[CH2:9][CH2:8][C:7]([CH3:11])([CH3:10])[C:6]1=[O:12])=O.CN(C)C(=O)C.Cl.C(N(CC)CC)C.O.C(=O)(O)[O-].[Na+]. Product: [Cl:20][C:17]1[CH:16]=[CH:15][C:14]([CH2:13][CH:5]2[C:6](=[O:12])[C:7]([CH3:11])([CH3:10])[CH2:8][CH2:9]2)=[CH:19][CH:18]=1. The catalyst class is: 11. (6) Reactant: [CH3:1][C:2]1([NH:5][C:6](=[O:12])OC(C)(C)C)[CH2:4][CH2:3]1.FC(F)(F)C(O)=O.[Br:20][C:21]1[CH:25]=[C:24]([C:26]2[O:31][C:30](=O)[C:29]3[CH:33]=[C:34]([Cl:38])[CH:35]=[C:36](C)[C:28]=3[N:27]=2)[N:23]([C:39]2[C:44]([Cl:45])=[CH:43][CH:42]=[CH:41][N:40]=2)[N:22]=1.C(N(CC)CC)C. The catalyst class is: 10. Product: [Br:20][C:21]1[CH:25]=[C:24]([C:26]([NH:27][C:28]2[C:36]([C:6]([NH:5][C:2]3([CH3:1])[CH2:3][CH2:4]3)=[O:12])=[CH:35][C:34]([Cl:38])=[CH:33][C:29]=2[CH3:30])=[O:31])[N:23]([C:39]2[C:44]([Cl:45])=[CH:43][CH:42]=[CH:41][N:40]=2)[N:22]=1.